From a dataset of Catalyst prediction with 721,799 reactions and 888 catalyst types from USPTO. Predict which catalyst facilitates the given reaction. (1) Reactant: Cl[C:2]1[N:7]=[C:6]([NH:8][CH2:9][CH2:10][CH3:11])[C:5]([C:12]#[C:13][C@@H:14]2[CH2:19][CH2:18][CH2:17][C@H:16]([NH:20][C:21](=[O:27])[O:22][C:23]([CH3:26])([CH3:25])[CH3:24])[CH2:15]2)=[CH:4][N:3]=1.[NH2:28][C:29]1[CH:34]=[CH:33][N:32]=[C:31]([F:35])[CH:30]=1.C(=O)([O-])[O-].[Cs+].[Cs+]. Product: [F:35][C:31]1[CH:30]=[C:29]([NH:28][C:2]2[N:7]=[C:6]([NH:8][CH2:9][CH2:10][CH3:11])[C:5]([C:12]#[C:13][C@@H:14]3[CH2:19][CH2:18][CH2:17][C@H:16]([NH:20][C:21](=[O:27])[O:22][C:23]([CH3:26])([CH3:25])[CH3:24])[CH2:15]3)=[CH:4][N:3]=2)[CH:34]=[CH:33][N:32]=1. The catalyst class is: 102. (2) Reactant: [F:1][C:2]1[C:7]([N:8]2[C:12]([S:13]([C:16]3[CH:21]=[CH:20][CH:19]=[C:18]([CH3:22])[CH:17]=3)(=[O:15])=[O:14])=[CH:11][C:10]([CH2:23][OH:24])=[N:9]2)=[CH:6][CH:5]=[CH:4][N:3]=1. Product: [F:1][C:2]1[C:7]([N:8]2[C:12]([S:13]([C:16]3[CH:21]=[CH:20][CH:19]=[C:18]([CH3:22])[CH:17]=3)(=[O:15])=[O:14])=[CH:11][C:10]([CH:23]=[O:24])=[N:9]2)=[CH:6][CH:5]=[CH:4][N:3]=1. The catalyst class is: 661.